Task: Predict the product of the given reaction.. Dataset: Forward reaction prediction with 1.9M reactions from USPTO patents (1976-2016) (1) Given the reactants Cl[C:2]1[CH:3]=[C:4]([C:15]2[CH:20]=[CH:19][CH:18]=[CH:17][CH:16]=2)[C:5]([C:8]2[CH:13]=[CH:12][C:11]([CH3:14])=[CH:10][CH:9]=2)=[N:6][CH:7]=1.C[C:22]([N:24](C)C)=O, predict the reaction product. The product is: [CH3:14][C:11]1[CH:12]=[CH:13][C:8]([C:5]2[C:4]([C:15]3[CH:20]=[CH:19][CH:18]=[CH:17][CH:16]=3)=[CH:3][C:2]([C:22]#[N:24])=[CH:7][N:6]=2)=[CH:9][CH:10]=1. (2) Given the reactants [NH2:1][C:2]1[CH:3]=[CH:4][C:5]([O:19][CH2:20][CH2:21][CH3:22])=[C:6]([C:8]2[NH:13][C:12](=[O:14])[C:11]([CH2:15][CH3:16])=[C:10]([CH2:17][CH3:18])[N:9]=2)[CH:7]=1.O.CS[C:26](=[NH:28])[NH2:27], predict the reaction product. The product is: [CH2:17]([C:10]1[N:9]=[C:8]([C:6]2[CH:7]=[C:2]([NH:1][C:26]([NH2:28])=[NH:27])[CH:3]=[CH:4][C:5]=2[O:19][CH2:20][CH2:21][CH3:22])[NH:13][C:12](=[O:14])[C:11]=1[CH2:15][CH3:16])[CH3:18]. (3) The product is: [C:37]([O:36][C:34]([N:32]1[CH2:33][CH:30]([NH:29][C:2]2[CH:3]=[CH:4][C:5]3[O:14][CH2:13][CH2:12][C:11]4[CH:10]=[C:9]([C:15]5[N:16]([C:20]6[CH:25]=[CH:24][C:23]([F:26])=[CH:22][C:21]=6[F:27])[N:17]=[CH:18][N:19]=5)[S:8][C:7]=4[C:6]=3[N:28]=2)[CH2:31]1)=[O:35])([CH3:40])([CH3:38])[CH3:39]. Given the reactants Cl[C:2]1[CH:3]=[CH:4][C:5]2[O:14][CH2:13][CH2:12][C:11]3[CH:10]=[C:9]([C:15]4[N:16]([C:20]5[CH:25]=[CH:24][C:23]([F:26])=[CH:22][C:21]=5[F:27])[N:17]=[CH:18][N:19]=4)[S:8][C:7]=3[C:6]=2[N:28]=1.[NH2:29][CH:30]1[CH2:33][N:32]([C:34]([O:36][C:37]([CH3:40])([CH3:39])[CH3:38])=[O:35])[CH2:31]1.CC(C1C=C(C(C)C)C(C2C=CC=CC=2P(C2CCCCC2)C2CCCCC2)=C(C(C)C)C=1)C.C(O[Na])(C)(C)C, predict the reaction product. (4) The product is: [OH:37][CH2:33][CH2:34][C:35]#[C:36][C:2]1[S:10][C:9]2[C:8]([NH:11][CH2:12][CH2:13][C:14]3[CH:19]=[CH:18][C:17]([NH:20][C:21](=[O:32])[C:22]4[CH:27]=[CH:26][CH:25]=[C:24]([C:28]([F:31])([F:30])[F:29])[CH:23]=4)=[CH:16][CH:15]=3)=[N:7][CH:6]=[N:5][C:4]=2[CH:3]=1. Given the reactants Br[C:2]1[S:10][C:9]2[C:8]([NH:11][CH2:12][CH2:13][C:14]3[CH:19]=[CH:18][C:17]([NH:20][C:21](=[O:32])[C:22]4[CH:27]=[CH:26][CH:25]=[C:24]([C:28]([F:31])([F:30])[F:29])[CH:23]=4)=[CH:16][CH:15]=3)=[N:7][CH:6]=[N:5][C:4]=2[CH:3]=1.[CH2:33]([OH:37])[CH2:34][C:35]#[CH:36], predict the reaction product. (5) Given the reactants [NH:1]1[C:9]2[C:4](=[C:5]([NH:10][C:11]3[N:23]=[CH:22][C:21]([CH:24]4[CH2:26][CH2:25]4)=[CH:20][C:12]=3[C:13]([O:15][C:16]([CH3:19])([CH3:18])[CH3:17])=[O:14])[CH:6]=[CH:7][CH:8]=2)[CH:3]=[CH:2]1.[CH3:27][C:28]([CH3:31])([O-])[CH3:29].[K+].BrCC(C)C.O, predict the reaction product. The product is: [CH:24]1([C:21]2[CH:22]=[N:23][C:11]([NH:10][C:5]3[CH:6]=[CH:7][CH:8]=[C:9]4[C:4]=3[CH:3]=[CH:2][N:1]4[CH2:27][CH:28]([CH3:31])[CH3:29])=[C:12]([CH:20]=2)[C:13]([O:15][C:16]([CH3:18])([CH3:19])[CH3:17])=[O:14])[CH2:26][CH2:25]1. (6) Given the reactants Cl[C:2]1[C:11]2[C:6](=[C:7]([N+:12]([O-:14])=[O:13])[CH:8]=[CH:9][CH:10]=2)[N:5]=[CH:4][CH:3]=1.[NH2:15][C:16]1[CH:21]=[CH:20][C:19]([OH:22])=[CH:18][CH:17]=1.CC(C)([O-])C.[K+], predict the reaction product. The product is: [N+:12]([C:7]1[CH:8]=[CH:9][CH:10]=[C:11]2[C:6]=1[N:5]=[CH:4][CH:3]=[C:2]2[O:22][C:19]1[CH:20]=[CH:21][C:16]([NH2:15])=[CH:17][CH:18]=1)([O-:14])=[O:13]. (7) Given the reactants [CH3:1]CN(C(C)C)C(C)C.[Li]CCCC.CN(P(N(C)C)(N(C)C)=O)C.[O:26]1[CH2:31][CH2:30][CH:29]=[C:28]([C:32]([O:34][CH2:35][C:36]2[CH:41]=[CH:40][CH:39]=[CH:38][CH:37]=2)=[O:33])[CH2:27]1.CI, predict the reaction product. The product is: [CH3:1][C:28]1([C:32]([O:34][CH2:35][C:36]2[CH:41]=[CH:40][CH:39]=[CH:38][CH:37]=2)=[O:33])[CH:29]=[CH:30][CH2:31][O:26][CH2:27]1. (8) The product is: [Cl:12][C:10]1[CH:11]=[C:2]([NH:1][CH2:36][C:34]2[CH:33]=[CH:32][CH:31]=[C:30]([N:24]3[CH2:25][CH2:26][O:27][CH2:28][CH2:29]3)[N:35]=2)[CH:3]=[C:4]2[C:9]=1[N:8]=[CH:7][C:6]([C:13]#[N:14])=[C:5]2[NH:15][C:16]1[CH:21]=[CH:20][C:19]([F:22])=[C:18]([Cl:23])[CH:17]=1. Given the reactants [NH2:1][C:2]1[CH:3]=[C:4]2[C:9](=[C:10]([Cl:12])[CH:11]=1)[N:8]=[CH:7][C:6]([C:13]#[N:14])=[C:5]2[NH:15][C:16]1[CH:21]=[CH:20][C:19]([F:22])=[C:18]([Cl:23])[CH:17]=1.[N:24]1([C:30]2[N:35]=[C:34]([CH:36]=O)[CH:33]=[CH:32][CH:31]=2)[CH2:29][CH2:28][O:27][CH2:26][CH2:25]1.[BH3-]C#N.[Na+], predict the reaction product. (9) Given the reactants C[O:2][C:3](=[O:37])[CH2:4][CH2:5][CH2:6][C:7]1[CH:12]=[CH:11][CH:10]=[CH:9][C:8]=1[NH:13][C:14]1[C:15]2[C:22]([C:23]3[CH:28]=[CH:27][C:26]([O:29][CH3:30])=[CH:25][CH:24]=3)=[C:21]([C:31]3[CH:36]=[CH:35][CH:34]=[CH:33][CH:32]=3)[O:20][C:16]=2[N:17]=[CH:18][N:19]=1.[OH-].[Na+], predict the reaction product. The product is: [CH3:30][O:29][C:26]1[CH:25]=[CH:24][C:23]([C:22]2[C:15]3[C:14]([NH:13][C:8]4[CH:9]=[CH:10][CH:11]=[CH:12][C:7]=4[CH2:6][CH2:5][CH2:4][C:3]([OH:37])=[O:2])=[N:19][CH:18]=[N:17][C:16]=3[O:20][C:21]=2[C:31]2[CH:36]=[CH:35][CH:34]=[CH:33][CH:32]=2)=[CH:28][CH:27]=1. (10) Given the reactants [F:1][C:2]1[C:7]([CH:8]([OH:18])[C:9]2[C:17]3[C:12](=[N:13][CH:14]=[CH:15][N:16]=3)[NH:11][CH:10]=2)=[C:6]([F:19])[CH:5]=[CH:4][C:3]=1[NH:20][S:21]([CH2:24][CH2:25][CH3:26])(=[O:23])=[O:22].CC(OI1(OC(C)=O)(OC(C)=O)OC(=O)C2C=CC=CC1=2)=O, predict the reaction product. The product is: [F:1][C:2]1[C:7]([C:8]([C:9]2[C:17]3[C:12](=[N:13][CH:14]=[CH:15][N:16]=3)[NH:11][CH:10]=2)=[O:18])=[C:6]([F:19])[CH:5]=[CH:4][C:3]=1[NH:20][S:21]([CH2:24][CH2:25][CH3:26])(=[O:23])=[O:22].